From a dataset of Reaction yield outcomes from USPTO patents with 853,638 reactions. Predict the reaction yield, written as a fraction of the theoretical maximum amount of product (1.0 means a 100% yield; for example, 0.34 means a 34% yield). (1) The reactants are [F:1][C:2]1[CH:26]=[C:25]([F:27])[CH:24]=[CH:23][C:3]=1[O:4][C:5]1[N:10]=[C:9]2[N:11]([CH2:15][O:16][CH2:17][CH2:18][Si:19]([CH3:22])([CH3:21])[CH3:20])[N:12]=[C:13](I)[C:8]2=[CH:7][N:6]=1.[OH:28][C:29]1[CH:34]=[CH:33][C:32](B(O)O)=[C:31]([CH3:38])[CH:30]=1.C(=O)([O-])[O-].[K+].[K+]. The catalyst is O1CCOCC1.CCO.O.C1C=CC([P]([Pd]([P](C2C=CC=CC=2)(C2C=CC=CC=2)C2C=CC=CC=2)([P](C2C=CC=CC=2)(C2C=CC=CC=2)C2C=CC=CC=2)[P](C2C=CC=CC=2)(C2C=CC=CC=2)C2C=CC=CC=2)(C2C=CC=CC=2)C2C=CC=CC=2)=CC=1. The product is [F:1][C:2]1[CH:26]=[C:25]([F:27])[CH:24]=[CH:23][C:3]=1[O:4][C:5]1[N:10]=[C:9]2[N:11]([CH2:15][O:16][CH2:17][CH2:18][Si:19]([CH3:22])([CH3:21])[CH3:20])[N:12]=[C:13]([C:32]3[CH:33]=[CH:34][C:29]([OH:28])=[CH:30][C:31]=3[CH3:38])[C:8]2=[CH:7][N:6]=1. The yield is 0.640. (2) The reactants are [Cl:1][C:2]1[S:6][C:5]([S:7]([NH2:10])(=[O:9])=[O:8])=[CH:4][CH:3]=1.[OH-].[Na+].[N+:13]([C:16]1[CH:24]=[CH:23][C:19]([C:20](Cl)=[O:21])=[CH:18][CH:17]=1)([O-:15])=[O:14].Cl. The catalyst is CC(C)=O. The product is [Cl:1][C:2]1[S:6][C:5]([S:7]([NH:10][C:20]([C:19]2[CH:18]=[CH:17][C:16]([N+:13]([O-:15])=[O:14])=[CH:24][CH:23]=2)=[O:21])(=[O:9])=[O:8])=[CH:4][CH:3]=1. The yield is 0.810. (3) The catalyst is O1CCCC1. The reactants are [N:1]([CH2:4][C:5]1[CH:10]=[CH:9][C:8]([C:11]2[CH:16]=[CH:15][C:14]([N:17]3[CH2:21][CH:20]([CH2:22][NH:23][C:24](=[O:26])[CH3:25])[O:19][C:18]3=[O:27])=[CH:13][C:12]=2[F:28])=[CH:7][CH:6]=1)=[N+]=[N-].C1(P(C2C=CC=CC=2)C2C=CC=CC=2)C=CC=CC=1.O. The product is [NH2:1][CH2:4][C:5]1[CH:10]=[CH:9][C:8]([C:11]2[CH:16]=[CH:15][C:14]([N:17]3[CH2:21][CH:20]([CH2:22][NH:23][C:24](=[O:26])[CH3:25])[O:19][C:18]3=[O:27])=[CH:13][C:12]=2[F:28])=[CH:7][CH:6]=1. The yield is 0.870. (4) The reactants are C[O:2][C:3](=O)[CH2:4][N:5]([C:15](=[O:17])[CH3:16])[C:6]1[CH:11]=[C:10]([NH2:12])[CH:9]=[CH:8][C:7]=1[C:13]#[N:14].C[O-].[Na+]. The catalyst is [Ni].C(Cl)Cl.CO. The product is [C:15]([N:5]1[C:6]2[CH:11]=[C:10]([NH2:12])[CH:9]=[CH:8][C:7]=2[CH2:13][NH:14][C:3](=[O:2])[CH2:4]1)(=[O:17])[CH3:16]. The yield is 0.340. (5) The reactants are [NH2:1][N:2]1[CH2:7][CH2:6][CH2:5][CH2:4][CH2:3]1.[C:8]([O:12][CH3:13])(=[O:11])[CH:9]=[CH2:10]. The catalyst is CO. The product is [N:2]1([NH:1][CH2:10][CH2:9][C:8]([O:12][CH3:13])=[O:11])[CH2:7][CH2:6][CH2:5][CH2:4][CH2:3]1. The yield is 0.505. (6) The reactants are [Br:1][C:2]1[CH:7]=[CH:6][CH:5]=[CH:4][C:3]=1[C:8](=O)[CH2:9][C:10](=O)[C:11]([O:13][CH3:14])=[O:12].O.[NH2:18][NH2:19]. The catalyst is CC(O)=O. The yield is 0.970. The product is [Br:1][C:2]1[CH:7]=[CH:6][CH:5]=[CH:4][C:3]=1[C:8]1[CH:9]=[C:10]([C:11]([O:13][CH3:14])=[O:12])[NH:19][N:18]=1.